From a dataset of Forward reaction prediction with 1.9M reactions from USPTO patents (1976-2016). Predict the product of the given reaction. (1) Given the reactants Cl.[NH2:2][C:3]1[CH:8]=[CH:7][C:6]([C:9]2[CH:17]=[C:16]3[C:12]([C:13]([NH:18][C:19]([C:21]4[CH:25]=[CH:24][S:23][CH:22]=4)=[O:20])=[N:14][NH:15]3)=[CH:11][CH:10]=2)=[CH:5][CH:4]=1.[Cl:26][C:27]1[C:32]([Cl:33])=[CH:31][CH:30]=[CH:29][C:28]=1[S:34](Cl)(=[O:36])=[O:35], predict the reaction product. The product is: [Cl:26][C:27]1[C:32]([Cl:33])=[CH:31][CH:30]=[CH:29][C:28]=1[S:34]([NH:2][C:3]1[CH:4]=[CH:5][C:6]([C:9]2[CH:17]=[C:16]3[C:12]([C:13]([NH:18][C:19]([C:21]4[CH:25]=[CH:24][S:23][CH:22]=4)=[O:20])=[N:14][NH:15]3)=[CH:11][CH:10]=2)=[CH:7][CH:8]=1)(=[O:36])=[O:35]. (2) The product is: [NH2:9][C:10]1[C:11]([C:16]([NH:1][C:2]2[CH:3]=[N:4][CH:5]=[CH:6][C:7]=2[OH:8])=[O:17])=[N:12][CH:13]=[CH:14][N:15]=1. Given the reactants [NH2:1][C:2]1[CH:3]=[N:4][CH:5]=[CH:6][C:7]=1[OH:8].[NH2:9][C:10]1[C:11]([C:16](O)=[O:17])=[N:12][CH:13]=[CH:14][N:15]=1.C(N(CC)CC)C.F[B-](F)(F)F.N1(OC(N(C)C)=[N+](C)C)C2C=CC=CC=2N=N1, predict the reaction product. (3) Given the reactants [Br:1][CH2:2][C@@H:3]([OH:12])[CH2:4][C:5]1[CH:10]=[CH:9][CH:8]=[CH:7][C:6]=1O.CC1C=CC(S(OCC2CC3C=CC=C(CC4C=CC=CC=4)C=3O2)(=O)=O)=CC=1, predict the reaction product. The product is: [Br:1][CH2:2][C@H:3]1[CH2:4][C:5]2[CH:10]=[CH:9][CH:8]=[CH:7][C:6]=2[O:12]1. (4) Given the reactants C([S:4][CH:5]1[CH2:10][CH2:9][N:8]([C:11]2[S:12][CH:13]=[C:14]([C:16]([O:18][CH2:19][CH3:20])=[O:17])[N:15]=2)[CH2:7][CH2:6]1)(=O)C.C(O)(=O)C.NN.C1(P(O[C:42]2[C@H:43]([CH3:66])[C@H:44]3[C@@H:61]([C@H:62]([OH:64])[CH3:63])[C:60](=[O:65])[N:45]3[C:46]=2[C:47]([O:49][CH2:50][C:51]2[CH:56]=[CH:55][C:54]([N+:57]([O-:59])=[O:58])=[CH:53][CH:52]=2)=[O:48])(C2C=CC=CC=2)=O)C=CC=CC=1.C(N(C(C)C)CC)(C)C.C(=O)([O-])O.[Na+], predict the reaction product. The product is: [CH2:19]([O:18][C:16]([C:14]1[N:15]=[C:11]([N:8]2[CH2:7][CH2:6][CH:5]([S:4][C:42]3[C@H:43]([CH3:66])[C@@H:44]4[C@@H:61]([C@H:62]([OH:64])[CH3:63])[C:60](=[O:65])[N:45]4[C:46]=3[C:47]([O:49][CH2:50][C:51]3[CH:56]=[CH:55][C:54]([N+:57]([O-:59])=[O:58])=[CH:53][CH:52]=3)=[O:48])[CH2:10][CH2:9]2)[S:12][CH:13]=1)=[O:17])[CH3:20]. (5) Given the reactants [CH:1]1([CH2:5][O:6][C:7]2[CH:15]=[CH:14][CH:13]=[C:12]3[C:8]=2[CH:9]=[C:10]([C:16]([OH:18])=O)[NH:11]3)[CH2:4][CH2:3][CH2:2]1.Cl.Cl.Cl.[NH2:22][CH:23]1[CH2:28][CH2:27][N:26]([CH2:29][C@@H:30]([N:32]2[CH2:37][CH2:36][C@H:35]([OH:38])[C@@H:34]([CH3:39])[CH2:33]2)[CH3:31])[CH2:25][CH2:24]1, predict the reaction product. The product is: [OH:38][C@H:35]1[CH2:36][CH2:37][N:32]([C@@H:30]([CH3:31])[CH2:29][N:26]2[CH2:25][CH2:24][CH:23]([NH:22][C:16]([C:10]3[NH:11][C:12]4[C:8]([CH:9]=3)=[C:7]([O:6][CH2:5][CH:1]3[CH2:2][CH2:3][CH2:4]3)[CH:15]=[CH:14][CH:13]=4)=[O:18])[CH2:28][CH2:27]2)[CH2:33][C@@H:34]1[CH3:39]. (6) Given the reactants [Br-].[NH2:2][C:3]([C:5]1[CH:6]=[C:7]([CH:34]=[CH:35][CH:36]=1)[O:8][CH2:9][CH2:10][CH2:11][CH2:12][CH2:13][CH2:14][P+](C1C=CC=CC=1)(C1C=CC=CC=1)C1C=CC=CC=1)=[O:4].C[Si]([N-][Si](C)(C)C)(C)C.[K+].[S:47]1[CH:51]=[CH:50][C:49]([CH:52]=O)=[CH:48]1, predict the reaction product. The product is: [S:47]1[CH:51]=[CH:50][C:49](/[CH:52]=[CH:14]\[CH2:13][CH2:12][CH2:11][CH2:10][CH2:9][O:8][C:7]2[CH:6]=[C:5]([C:3]([NH2:2])=[O:4])[CH:36]=[CH:35][CH:34]=2)=[CH:48]1.